This data is from Catalyst prediction with 721,799 reactions and 888 catalyst types from USPTO. The task is: Predict which catalyst facilitates the given reaction. (1) Reactant: [OH-].[Na+:2].[CH3:3][N:4]1[C:9](=[O:10])[C:8]2[C:11]([C:26]([O:28]C)=[O:27])=[C:12]([CH2:14][N:15]3[C:23]4[C:18](=[N:19][CH:20]=[CH:21][CH:22]=4)[N:17]=[C:16]3[S:24][CH3:25])[S:13][C:7]=2[N:6]([CH2:30][CH:31]([CH3:33])[CH3:32])[C:5]1=[O:34].CO.Cl. Product: [CH3:3][N:4]1[C:9](=[O:10])[C:8]2[C:11]([C:26]([O-:28])=[O:27])=[C:12]([CH2:14][N:15]3[C:23]4[C:18](=[N:19][CH:20]=[CH:21][CH:22]=4)[N:17]=[C:16]3[S:24][CH3:25])[S:13][C:7]=2[N:6]([CH2:30][CH:31]([CH3:32])[CH3:33])[C:5]1=[O:34].[Na+:2]. The catalyst class is: 7. (2) Reactant: [NH2:1][C:2]1[N:3]=[C:4]([N:20]2[CH2:25][CH2:24][NH:23][CH2:22][CH2:21]2)[C:5]2[N:10]=[C:9]([CH2:11][CH2:12][C:13]3[CH:18]=[CH:17][C:16]([F:19])=[CH:15][CH:14]=3)[S:8][C:6]=2[N:7]=1.C(N(C(C)C)CC)(C)C.[C:35]1([CH2:41][S:42](Cl)(=[O:44])=[O:43])[CH:40]=[CH:39][CH:38]=[CH:37][CH:36]=1. Product: [NH2:1][C:2]1[N:3]=[C:4]([N:20]2[CH2:25][CH2:24][N:23]([S:42]([CH2:41][C:35]3[CH:40]=[CH:39][CH:38]=[CH:37][CH:36]=3)(=[O:44])=[O:43])[CH2:22][CH2:21]2)[C:5]2[N:10]=[C:9]([CH2:11][CH2:12][C:13]3[CH:18]=[CH:17][C:16]([F:19])=[CH:15][CH:14]=3)[S:8][C:6]=2[N:7]=1. The catalyst class is: 12. (3) Reactant: [CH3:1][S:2](Cl)(=[O:4])=[O:3].[C:6]1([C@H:12]([NH2:14])[CH3:13])[CH:11]=[CH:10][CH:9]=[CH:8][CH:7]=1. Product: [C:6]1([C@H:12]([NH:14][S:2]([CH:1]=[CH:13][C:12]2[C:6]3[CH2:11][CH2:10][CH2:9][CH2:8][C:7]=3[N:14]([CH2:12][C:6]3[CH:11]=[CH:10][CH:9]=[CH:8][CH:7]=3)[N:14]=2)(=[O:4])=[O:3])[CH3:13])[CH:11]=[CH:10][CH:9]=[CH:8][CH:7]=1. The catalyst class is: 2. (4) Reactant: [Cl-:1].[NH3+:2][CH2:3][CH2:4][CH2:5][CH2:6][C:7]([C:9]1[CH:10]=[NH+:11][CH:12]=[CH:13][CH:14]=1)=O.[Cl-].C(N(CC)C(C)C)(C)C.C([O-])(=O)C.[Na+].[C:30]1([C:36]2[CH:43]=[CH:42][C:39]([CH:40]=O)=[CH:38][CH:37]=2)[CH:35]=[CH:34][CH:33]=[CH:32][CH:31]=1.Cl. Product: [ClH:1].[ClH:1].[C:36]1([C:30]2[CH:31]=[CH:32][CH:33]=[CH:34][CH:35]=2)[CH:37]=[CH:38][C:39]([CH:40]=[C:6]2[CH2:5][CH2:4][CH2:3][N:2]=[C:7]2[C:9]2[CH:10]=[N:11][CH:12]=[CH:13][CH:14]=2)=[CH:42][CH:43]=1. The catalyst class is: 130. (5) Reactant: [Cl:1][C:2]1[CH:7]=[C:6]2[NH:8][C:9](=[O:31])[C:10]3([CH:14]([CH2:15][C:16]([CH3:19])([CH3:18])[CH3:17])[CH2:13][N:12]([C:20](Cl)=[O:21])[CH:11]3[C:23]3[CH:28]=[CH:27][CH:26]=[C:25]([Cl:29])[C:24]=3[F:30])[C:5]2=[CH:4][CH:3]=1.CC1(C)[O:37][C@@H:36]([CH2:38][CH2:39][NH2:40])[CH2:35][O:34]1.C(N(CC)CC)C.Cl. Product: [OH:37][C@H:36]([CH2:35][OH:34])[CH2:38][CH2:39][NH:40][C:20]([N:12]1[CH2:13][CH:14]([CH2:15][C:16]([CH3:18])([CH3:17])[CH3:19])[C:10]2([C:5]3[C:6](=[CH:7][C:2]([Cl:1])=[CH:3][CH:4]=3)[NH:8][C:9]2=[O:31])[CH:11]1[C:23]1[CH:28]=[CH:27][CH:26]=[C:25]([Cl:29])[C:24]=1[F:30])=[O:21]. The catalyst class is: 7.